From a dataset of Forward reaction prediction with 1.9M reactions from USPTO patents (1976-2016). Predict the product of the given reaction. Given the reactants [C:1]1(OB(O)O)[CH:6]=[CH:5][CH:4]=[CH:3][CH:2]=1.Br[C:12]1[CH:13]=[CH:14][C:15]([C:18]#[C:19][C:20]2[CH:25]=[CH:24][C:23]([O:26][CH2:27][CH2:28][N:29]3[CH2:34][CH2:33][CH:32]([CH3:35])[CH2:31][CH2:30]3)=[CH:22][CH:21]=2)=[N:16][CH:17]=1.C([O-])([O-])=O.[Na+].[Na+], predict the reaction product. The product is: [CH3:35][CH:32]1[CH2:33][CH2:34][N:29]([CH2:28][CH2:27][O:26][C:23]2[CH:24]=[CH:25][C:20]([C:19]#[C:18][C:15]3[CH:14]=[CH:13][C:12]([C:1]4[CH:6]=[CH:5][CH:4]=[CH:3][CH:2]=4)=[CH:17][N:16]=3)=[CH:21][CH:22]=2)[CH2:30][CH2:31]1.